From a dataset of Full USPTO retrosynthesis dataset with 1.9M reactions from patents (1976-2016). Predict the reactants needed to synthesize the given product. Given the product [F:30][C:2]([F:1])([F:29])[CH:3]([CH3:28])[CH:4]([C:10]1[CH:11]=[CH:12][C:13]([CH2:16][N:17]2[CH:22]=[C:21]([C:23]([F:25])([F:26])[F:24])[CH:20]=[CH:19][C:18]2=[O:27])=[CH:14][CH:15]=1)[C:5]([OH:7])=[O:6], predict the reactants needed to synthesize it. The reactants are: [F:1][C:2]([F:30])([F:29])[CH:3]([CH3:28])[CH:4]([C:10]1[CH:15]=[CH:14][C:13]([CH2:16][N:17]2[CH:22]=[C:21]([C:23]([F:26])([F:25])[F:24])[CH:20]=[CH:19][C:18]2=[O:27])=[CH:12][CH:11]=1)[C:5]([O:7]CC)=[O:6].CO.[OH-].[Na+].Cl.